The task is: Predict the product of the given reaction.. This data is from Forward reaction prediction with 1.9M reactions from USPTO patents (1976-2016). (1) Given the reactants CN(C([O:8][N:9]1N=NC2C=CC=NC1=2)=[N+](C)C)C.F[P-](F)(F)(F)(F)F.[CH3:25][C:26]([CH3:31])([CH3:30])[C:27](O)=[O:28].C(N(CC)CC)C.[S:39]1[C:47]2[CH2:46][CH2:45][NH:44][CH2:43][C:42]=2[CH:41]=[C:40]1[C:48]([O:50]CC)=O.Cl.NO.[OH-].[K+], predict the reaction product. The product is: [CH3:25][C:26]([CH3:31])([CH3:30])[C:27]([N:44]1[CH2:45][CH2:46][C:47]2[S:39][C:40]([C:48]([NH:9][OH:8])=[O:50])=[CH:41][C:42]=2[CH2:43]1)=[O:28]. (2) Given the reactants C([O:5][C:6]1[CH:11]=[C:10]([N:12]2[CH2:17][CH2:16][N:15]([C:18]3[CH:23]=[CH:22][CH:21]=[C:20]([CH2:24][O:25][Si](C(C)(C)C)(C)C)[C:19]=3[F:33])[CH2:14][CH2:13]2)[CH:9]=[CH:8][N:7]=1)(C)(C)C.C(O)(C(F)(F)F)=O, predict the reaction product. The product is: [F:33][C:19]1[C:20]([CH2:24][OH:25])=[CH:21][CH:22]=[CH:23][C:18]=1[N:15]1[CH2:16][CH2:17][N:12]([C:10]2[CH:9]=[CH:8][NH:7][C:6](=[O:5])[CH:11]=2)[CH2:13][CH2:14]1. (3) Given the reactants [C:1]1([S:11]([O-:13])=[O:12])[C:10]2[C:5](=[CH:6][CH:7]=[CH:8][CH:9]=2)[CH:4]=[CH:3][CH:2]=1.[Na+].Br[C:16]1[CH:24]=[CH:23][C:22]2[N:21]([CH3:25])[C:20]3[CH2:26][CH:27]4[NH:31][CH:30]([C:19]=3[C:18]=2[C:17]=1[C:32]([O:34][C:35]([CH3:38])([CH3:37])[CH3:36])=[O:33])[CH2:29][CH2:28]4, predict the reaction product. The product is: [C:1]1([S:11]([C:16]2[CH:24]=[CH:23][C:22]3[N:21]([CH3:25])[C:20]4[CH2:26][CH:27]5[NH:31][CH:30]([C:19]=4[C:18]=3[C:17]=2[C:32]([O:34][C:35]([CH3:38])([CH3:37])[CH3:36])=[O:33])[CH2:29][CH2:28]5)(=[O:13])=[O:12])[C:10]2[C:5](=[CH:6][CH:7]=[CH:8][CH:9]=2)[CH:4]=[CH:3][CH:2]=1. (4) Given the reactants [CH:1]1([C:4]([NH:6][C:7]2[S:15][C:10]3[CH2:11][O:12][CH2:13][CH2:14][C:9]=3[C:8]=2[C:16]([NH2:18])=[O:17])=[O:5])[CH2:3][CH2:2]1.C([O-])(=O)C.[Na+].[Br:24]Br, predict the reaction product. The product is: [Br:24][CH:11]1[C:10]2[S:15][C:7]([NH:6][C:4]([CH:1]3[CH2:2][CH2:3]3)=[O:5])=[C:8]([C:16]([NH2:18])=[O:17])[C:9]=2[CH2:14][CH2:13][O:12]1. (5) Given the reactants C1C(=O)N([Br:8])C(=O)C1.C(OOC(=O)C1C=CC=CC=1)(=O)C1C=CC=CC=1.[I:27][C:28]1[CH:33]=[CH:32][C:31]([CH3:34])=[C:30]([N+:35]([O-:37])=[O:36])[CH:29]=1, predict the reaction product. The product is: [Br:8][CH2:34][C:31]1[CH:32]=[CH:33][C:28]([I:27])=[CH:29][C:30]=1[N+:35]([O-:37])=[O:36]. (6) Given the reactants [Cl:1][CH2:2][C:3]1[CH:8]=[CH:7][C:6]([CH2:9][OH:10])=[CH:5][CH:4]=1.[O:11]1[CH:16]=[CH:15][CH2:14][CH2:13][CH2:12]1.CC1C=CC(S([O-])(=O)=O)=CC=1.[NH+]1C=CC=CC=1.C(=O)([O-])O.[Na+], predict the reaction product. The product is: [Cl:1][CH2:2][C:3]1[CH:8]=[CH:7][C:6]([CH2:9][O:10][CH:12]2[CH2:13][CH2:14][CH2:15][CH2:16][O:11]2)=[CH:5][CH:4]=1.